Dataset: HIV replication inhibition screening data with 41,000+ compounds from the AIDS Antiviral Screen. Task: Binary Classification. Given a drug SMILES string, predict its activity (active/inactive) in a high-throughput screening assay against a specified biological target. The molecule is Cc1ccc(-c2c(C#N)c(-c3ccccc3)c(C#N)c(=O)n2NS(=O)(=O)c2ccccc2)cc1. The result is 0 (inactive).